From a dataset of Catalyst prediction with 721,799 reactions and 888 catalyst types from USPTO. Predict which catalyst facilitates the given reaction. (1) Reactant: [Br:1][C:2]1[CH:3]=[C:4]2[C:9](=[C:10]([O:12][CH3:13])[CH:11]=1)[N:8]=[C:7]([Cl:14])[N:6]=[C:5]2Cl.C(N(C(C)C)CC)(C)C.[NH:25]1[CH2:30][CH2:29][O:28][CH2:27][CH2:26]1. Product: [Br:1][C:2]1[CH:3]=[C:4]2[C:9](=[C:10]([O:12][CH3:13])[CH:11]=1)[N:8]=[C:7]([Cl:14])[N:6]=[C:5]2[N:25]1[CH2:30][CH2:29][O:28][CH2:27][CH2:26]1. The catalyst class is: 4. (2) Reactant: [NH:1]1[C:9]2[C:4](=[CH:5][C:6]([C:10]([OH:12])=O)=[CH:7][CH:8]=2)[CH:3]=[N:2]1.[CH3:13][NH:14][O:15][CH3:16].C(N(CC)CC)C.C(Cl)CCl. Product: [CH3:16][O:15][N:14]([CH3:13])[C:10]([C:6]1[CH:5]=[C:4]2[C:9](=[CH:8][CH:7]=1)[NH:1][N:2]=[CH:3]2)=[O:12]. The catalyst class is: 120. (3) Reactant: P([O-])([O-])([O-])=O.[K+].[K+].[K+].C1CCCCC1.[NH2:15][CH:16]([C:24]1[CH:29]=[CH:28][CH:27]=[CH:26][CH:25]=1)[CH2:17][C:18]([O:20]CCC)=[O:19]. Product: [NH2:15][C@H:16]([C:24]1[CH:29]=[CH:28][CH:27]=[CH:26][CH:25]=1)[CH2:17][C:18]([OH:20])=[O:19]. The catalyst class is: 21. (4) Reactant: Br[C:2]1[C:7]([N:8]([CH2:23][O:24][CH3:25])[S:9]([C:12]2[CH:17]=[CH:16][C:15]([Cl:18])=[C:14]([C:19]([F:22])([F:21])[F:20])[CH:13]=2)(=[O:11])=[O:10])=[CH:6][C:5]([Cl:26])=[CH:4][N:3]=1.C([Mg]Cl)(C)C.C[O:33][C:34](=[O:43])[C:35]1[CH:40]=[CH:39][CH:38]=[CH:37][C:36]=1[CH:41]=O. Product: [Cl:18][C:15]1[CH:16]=[CH:17][C:12]([S:9]([N:8]([C:7]2[C:2]([CH:41]3[C:36]4[C:35](=[CH:40][CH:39]=[CH:38][CH:37]=4)[C:34](=[O:33])[O:43]3)=[N:3][CH:4]=[C:5]([Cl:26])[CH:6]=2)[CH2:23][O:24][CH3:25])(=[O:11])=[O:10])=[CH:13][C:14]=1[C:19]([F:22])([F:21])[F:20]. The catalyst class is: 1. (5) Reactant: C(O[C:5](=[O:7])[CH3:6])(=O)C.[NH2:8][C:9]1([C:19]#[N:20])[CH2:14][C:13]([CH3:16])([CH3:15])[NH:12][C:11]([CH3:18])([CH3:17])[CH2:10]1. Product: [C:19]([C:9]1([NH:8][C:5](=[O:7])[CH3:6])[CH2:14][C:13]([CH3:15])([CH3:16])[NH:12][C:11]([CH3:18])([CH3:17])[CH2:10]1)#[N:20]. The catalyst class is: 22. (6) Reactant: [F:1][C:2]1([CH2:8][OH:9])[CH2:7][CH2:6][O:5][CH2:4][CH2:3]1.[H-].[Na+].F[C:13]1[CH:18]=[CH:17][C:16]([S:19]([NH2:22])(=[O:21])=[O:20])=[CH:15][C:14]=1[S:23]([C:26]([F:29])([F:28])[F:27])(=[O:25])=[O:24].Cl. Product: [F:1][C:2]1([CH2:8][O:9][C:13]2[CH:18]=[CH:17][C:16]([S:19]([NH2:22])(=[O:21])=[O:20])=[CH:15][C:14]=2[S:23]([C:26]([F:27])([F:29])[F:28])(=[O:25])=[O:24])[CH2:7][CH2:6][O:5][CH2:4][CH2:3]1. The catalyst class is: 217.